Dataset: Forward reaction prediction with 1.9M reactions from USPTO patents (1976-2016). Task: Predict the product of the given reaction. (1) Given the reactants [BH4-].[Na+].[CH:3]([O:6][C:7]1[CH:14]=[CH:13][C:10]([C:11]#[N:12])=[CH:9][C:8]=1[N+:15]([O-])=O)([CH3:5])[CH3:4], predict the reaction product. The product is: [NH2:15][C:8]1[CH:9]=[C:10]([CH:13]=[CH:14][C:7]=1[O:6][CH:3]([CH3:5])[CH3:4])[C:11]#[N:12]. (2) Given the reactants S(Cl)([Cl:3])=O.[Cl:5][C:6]1[C:11]([CH2:12]O)=[CH:10][C:9]([CH3:14])=[CH:8][N:7]=1, predict the reaction product. The product is: [Cl:5][C:6]1[C:11]([CH2:12][Cl:3])=[CH:10][C:9]([CH3:14])=[CH:8][N:7]=1.